From a dataset of Full USPTO retrosynthesis dataset with 1.9M reactions from patents (1976-2016). Predict the reactants needed to synthesize the given product. (1) Given the product [F:47][C:44]([F:46])([F:45])[C:42]1[CH:41]=[C:5]([CH:4]=[C:3]([C:2]([F:1])([F:49])[F:48])[CH:43]=1)[CH2:6][N:7]1[C:11]([C:12]2[CH:17]=[CH:16][CH:15]=[CH:14][CH:13]=2)=[C:10]([C:18]2[N:51]=[CH:21][NH:20][C:19]=2[CH2:33][C:34]2[CH:39]=[CH:38][CH:37]=[CH:36][C:35]=2[Cl:40])[N:9]=[N:8]1, predict the reactants needed to synthesize it. The reactants are: [F:1][C:2]([F:49])([F:48])[C:3]1[CH:4]=[C:5]([CH:41]=[C:42]([C:44]([F:47])([F:46])[F:45])[CH:43]=1)[CH2:6][N:7]1[C:11]([C:12]2[CH:17]=[CH:16][CH:15]=[CH:14][CH:13]=2)=[C:10]([CH:18]2O[CH:21]=[N:20][C:19]2([CH2:33][C:34]2[CH:39]=[CH:38][CH:37]=[CH:36][C:35]=2[Cl:40])S(C2C=CC(C)=CC=2)(=O)=O)[N:9]=[N:8]1.C[NH2:51].CO. (2) Given the product [C:21]1([S:27]([C:30]2[CH:31]=[C:32]3[C:37](=[CH:38][CH:39]=2)[C:36]([CH2:40][NH2:41])=[CH:35][CH:34]=[CH:33]3)(=[O:29])=[O:28])[CH:22]=[CH:23][CH:24]=[CH:25][CH:26]=1.[C:1]1([S:7]([C:10]2[CH:19]=[C:18]3[C:13]([CH:14]=[CH:15][CH:16]=[C:17]3[CH2:40][NH:41][C:47]3[NH:46][CH2:45][C:44]([CH3:52])([CH3:43])[CH2:49][N:48]=3)=[CH:12][CH:11]=2)(=[O:9])=[O:8])[CH:6]=[CH:5][CH:4]=[CH:3][CH:2]=1, predict the reactants needed to synthesize it. The reactants are: [C:1]1([S:7]([C:10]2[CH:19]=[C:18]3[C:13]([CH2:14][CH2:15][CH2:16][C:17]3=O)=[CH:12][CH:11]=2)(=[O:9])=[O:8])[CH:6]=[CH:5][CH:4]=[CH:3][CH:2]=1.[C:21]1([S:27]([C:30]2[CH:31]=[C:32]3[C:37](=[CH:38][CH:39]=2)[C:36]([CH2:40][NH2:41])=[CH:35][CH:34]=[CH:33]3)(=[O:29])=[O:28])[CH:26]=[CH:25][CH:24]=[CH:23][CH:22]=1.Cl.[CH3:43][C:44]1([CH3:52])[CH2:49][NH:48][CH:47](SC)[NH:46][CH2:45]1. (3) Given the product [Cl:21][C:20]1[C:15]([NH:8][C:6]2[CH:7]=[C:2]([I:1])[CH:3]=[CH:4][C:5]=2[O:9][CH2:10][CH2:11][O:12][CH3:13])=[N:16][C:17]([NH2:22])=[N:18][CH:19]=1, predict the reactants needed to synthesize it. The reactants are: [I:1][C:2]1[CH:3]=[CH:4][C:5]([O:9][CH2:10][CH2:11][O:12][CH3:13])=[C:6]([NH2:8])[CH:7]=1.Cl[C:15]1[C:20]([Cl:21])=[CH:19][N:18]=[C:17]([NH2:22])[N:16]=1.